From a dataset of Peptide-MHC class I binding affinity with 185,985 pairs from IEDB/IMGT. Regression. Given a peptide amino acid sequence and an MHC pseudo amino acid sequence, predict their binding affinity value. This is MHC class I binding data. The peptide sequence is TLYCVHQEI. The MHC is HLA-A26:01 with pseudo-sequence HLA-A26:01. The binding affinity (normalized) is 0.0847.